From a dataset of Reaction yield outcomes from USPTO patents with 853,638 reactions. Predict the reaction yield, written as a fraction of the theoretical maximum amount of product (1.0 means a 100% yield; for example, 0.34 means a 34% yield). (1) The catalyst is CN(C=O)C.C(Cl)Cl. The yield is 0.530. The reactants are [NH2:1][C:2]1[CH:3]=[CH:4][C:5]([CH3:20])=[C:6]([N:8]2[C:17](=[O:18])[C:16]3[C:11](=[CH:12][CH:13]=[C:14]([Br:19])[CH:15]=3)[N:10]=[CH:9]2)[CH:7]=1.Br[C:44]1[CH:43]=[C:42]2[C:47](=[CH:46][CH:45]=1)N=C(C)N(C1C=C(N[C:41](=[O:52])[C:42]3[CH:47]=[CH:46][CH:45]=[C:44](C(F)(F)F)[CH:43]=3)C=CC=1C)[C:41]2=[O:52].CCN=C=N[CH2:59][CH2:60][CH2:61][N:62](C)C.[CH:65]1C=CC2N(O)N=NC=2C=1.C(N(C(C)C)CC)(C)C. The product is [Br:19][C:14]1[CH:15]=[C:16]2[C:11](=[CH:12][CH:13]=1)[N:10]=[CH:9][N:8]([C:6]1[CH:7]=[C:2]([NH:1][C:41](=[O:52])[C:42]3[CH:47]=[CH:46][CH:45]=[C:44]([C:60]([C:61]#[N:62])([CH3:59])[CH3:65])[CH:43]=3)[CH:3]=[CH:4][C:5]=1[CH3:20])[C:17]2=[O:18]. (2) The reactants are [H-].[Na+].[CH3:3][S:4]([NH2:7])(=[O:6])=[O:5].[CH3:8][C:9]1([CH3:37])[CH2:18][C:17]2[C:12](=[CH:13][CH:14]=[C:15]([C:19](O)=[O:20])[CH:16]=2)[NH:11][CH:10]1[C:22]1[CH:27]=[CH:26][CH:25]=[C:24]([N:28]2[CH2:33][CH2:32][N:31]([CH3:34])[C:30](=[O:35])[C:29]2=[O:36])[CH:23]=1.C(N1C=CN=C1)(N1C=CN=C1)=O. The catalyst is CN(C)C=O. The product is [CH3:8][C:9]1([CH3:37])[CH2:18][C:17]2[C:12](=[CH:13][CH:14]=[C:15]([C:19]([NH:7][S:4]([CH3:3])(=[O:6])=[O:5])=[O:20])[CH:16]=2)[NH:11][CH:10]1[C:22]1[CH:27]=[CH:26][CH:25]=[C:24]([N:28]2[CH2:33][CH2:32][N:31]([CH3:34])[C:30](=[O:35])[C:29]2=[O:36])[CH:23]=1. The yield is 0.200. (3) The reactants are C1C2[C:10]3=[CH:12]C4C=CC(C(N)=O)=[CH:17][C:18]=4[N:9]3CC=CC=2C=CC=1.C1C2C3=CC4C=C[C:37]([C:40](O)=O)=CC=4N3CC=CC=2C=CC=1.[OH-:43].[Na+].Cl.C(Cl)(=O)C(Cl)=O.CCN(P1(N(C)CCCN1C)=NC(C)(C)C)CC.CN[S:72](NC)(=[O:74])=[O:73]. The catalyst is C(Cl)Cl.CO.C1COCC1. The product is [CH:37]([S:72]([N:9]1[CH2:10][CH2:12][O:43][CH2:17][CH2:18]1)(=[O:74])=[O:73])=[CH2:40]. The yield is 0.710. (4) The reactants are [I:1][C:2]1[CH:3]=[C:4]2[C:9](=[CH:10][CH:11]=1)[C:8](=[O:12])[NH:7][C:6](=[O:13])/[C:5]/2=[CH:14]\[NH:15][C:16]1[CH:21]=[CH:20][C:19]([N:22]2[CH2:27][CH2:26][NH:25][CH2:24][CH2:23]2)=[CH:18][CH:17]=1.C(O[BH-](OC(=O)C)OC(=O)C)(=O)C.[Na+].[CH:42](=O)[CH2:43][CH3:44].C(O)(=O)C.C(=O)(O)[O-].[Na+]. The catalyst is CN1CCCC1=O.C(Cl)Cl. The product is [I:1][C:2]1[CH:3]=[C:4]2[C:9](=[CH:10][CH:11]=1)[C:8](=[O:12])[NH:7][C:6](=[O:13])/[C:5]/2=[CH:14]\[NH:15][C:16]1[CH:17]=[CH:18][C:19]([N:22]2[CH2:23][CH2:24][N:25]([CH2:42][CH2:43][CH3:44])[CH2:26][CH2:27]2)=[CH:20][CH:21]=1. The yield is 0.700. (5) The reactants are [Br:1][C:2]1[CH:3]=[C:4]2[NH:10][N:9]=[CH:8][C:5]2=[N:6][CH:7]=1.[H-].[Na+].[CH3:13]I.O. The catalyst is CN(C=O)C. The product is [Br:1][C:2]1[CH:3]=[C:4]2[N:10]([CH3:13])[N:9]=[CH:8][C:5]2=[N:6][CH:7]=1. The yield is 0.350. (6) The reactants are COC([C:5]1[C:6]([N:14]([CH2:21][CH2:22][CH2:23][C:24](OCC)=[O:25])[C:15]([O:17][CH:18]([CH3:20])[CH3:19])=[O:16])=[C:7]2[C:11](=[CH:12][CH:13]=1)[CH2:10][CH2:9][CH2:8]2)=O.CC(C)([O-])C.[K+].Cl.[Cl-].[Li+]. The catalyst is O1CCCC1.[Cl-].[Na+].O. The product is [CH:18]([O:17][C:15]([N:14]1[C:6]2[C:7]3[CH2:8][CH2:9][CH2:10][C:11]=3[CH:12]=[CH:13][C:5]=2[C:24](=[O:25])[CH2:23][CH2:22][CH2:21]1)=[O:16])([CH3:19])[CH3:20]. The yield is 0.810. (7) The reactants are [CH3:1][C:2]([CH3:8])([C:6]#[CH:7])[CH2:3][CH2:4][OH:5].[CH3:9][O:10][C:11]([C:13]1[S:14][C:15](I)=[CH:16][C:17]=1[N:18]([CH:28]1[CH2:33][CH2:32][CH:31]([O:34][Si:35]([C:38]([CH3:41])([CH3:40])[CH3:39])([CH3:37])[CH3:36])[CH2:30][CH2:29]1)[C:19]([CH:21]1[CH2:26][CH2:25][CH:24]([CH3:27])[CH2:23][CH2:22]1)=[O:20])=[O:12].C(N(CC)CC)C. The catalyst is CN(C=O)C.Cl[Pd](Cl)([P](C1C=CC=CC=1)(C1C=CC=CC=1)C1C=CC=CC=1)[P](C1C=CC=CC=1)(C1C=CC=CC=1)C1C=CC=CC=1.[Cu]I. The product is [CH3:9][O:10][C:11]([C:13]1[S:14][C:15]([C:7]#[C:6][C:2]([CH3:8])([CH3:1])[CH2:3][CH2:4][OH:5])=[CH:16][C:17]=1[N:18]([CH:28]1[CH2:29][CH2:30][CH:31]([O:34][Si:35]([C:38]([CH3:39])([CH3:41])[CH3:40])([CH3:36])[CH3:37])[CH2:32][CH2:33]1)[C:19]([CH:21]1[CH2:22][CH2:23][CH:24]([CH3:27])[CH2:25][CH2:26]1)=[O:20])=[O:12]. The yield is 0.900. (8) The reactants are [F:1][C:2]1[C:3]([CH2:9]O)=[N:4][CH:5]=[CH:6][C:7]=1[CH3:8].P(Br)(Br)[Br:12]. The catalyst is C1COCC1. The product is [Br:12][CH2:9][C:3]1[C:2]([F:1])=[C:7]([CH3:8])[CH:6]=[CH:5][N:4]=1. The yield is 1.00. (9) The reactants are [OH:1][C:2]1[NH:7][C:6](=[O:8])[N:5]([CH2:9][C:10]2[CH:15]=[CH:14][CH:13]=[CH:12][CH:11]=2)[C:4](=[O:16])[C:3]=1[C:17]([NH:19][CH2:20][C:21]([O:23]CC)=[O:22])=[O:18].CI.[C:28](=O)([O-])[O-].[Na+].[Na+].Cl. The catalyst is CN(C)C=O. The product is [OH:1][C:2]1[N:7]([CH3:28])[C:6](=[O:8])[N:5]([CH2:9][C:10]2[CH:15]=[CH:14][CH:13]=[CH:12][CH:11]=2)[C:4](=[O:16])[C:3]=1[C:17]([NH:19][CH2:20][C:21]([OH:23])=[O:22])=[O:18]. The yield is 0.280.